This data is from NCI-60 drug combinations with 297,098 pairs across 59 cell lines. The task is: Regression. Given two drug SMILES strings and cell line genomic features, predict the synergy score measuring deviation from expected non-interaction effect. (1) Drug 1: CC1=C(C(=CC=C1)Cl)NC(=O)C2=CN=C(S2)NC3=CC(=NC(=N3)C)N4CCN(CC4)CCO. Drug 2: CCN(CC)CCCC(C)NC1=C2C=C(C=CC2=NC3=C1C=CC(=C3)Cl)OC. Cell line: HCC-2998. Synergy scores: CSS=15.8, Synergy_ZIP=3.91, Synergy_Bliss=3.80, Synergy_Loewe=0.135, Synergy_HSA=-0.0666. (2) Drug 1: CC1=C2C(C(=O)C3(C(CC4C(C3C(C(C2(C)C)(CC1OC(=O)C(C(C5=CC=CC=C5)NC(=O)OC(C)(C)C)O)O)OC(=O)C6=CC=CC=C6)(CO4)OC(=O)C)OC)C)OC. Drug 2: CS(=O)(=O)C1=CC(=C(C=C1)C(=O)NC2=CC(=C(C=C2)Cl)C3=CC=CC=N3)Cl. Cell line: K-562. Synergy scores: CSS=70.3, Synergy_ZIP=5.87, Synergy_Bliss=5.66, Synergy_Loewe=-10.2, Synergy_HSA=7.21. (3) Drug 1: CC(C1=C(C=CC(=C1Cl)F)Cl)OC2=C(N=CC(=C2)C3=CN(N=C3)C4CCNCC4)N. Drug 2: CC1=CC=C(C=C1)C2=CC(=NN2C3=CC=C(C=C3)S(=O)(=O)N)C(F)(F)F. Cell line: HT29. Synergy scores: CSS=13.2, Synergy_ZIP=-1.77, Synergy_Bliss=7.49, Synergy_Loewe=2.63, Synergy_HSA=5.34.